Dataset: Peptide-MHC class I binding affinity with 185,985 pairs from IEDB/IMGT. Task: Regression. Given a peptide amino acid sequence and an MHC pseudo amino acid sequence, predict their binding affinity value. This is MHC class I binding data. (1) The binding affinity (normalized) is 0. The peptide sequence is PTLDNILGIL. The MHC is HLA-A02:01 with pseudo-sequence HLA-A02:01. (2) The peptide sequence is GNAKTAHNNNS. The MHC is H-2-Kd with pseudo-sequence H-2-Kd. The binding affinity (normalized) is 0.0256. (3) The peptide sequence is TDNVHTWTEQ. The MHC is HLA-A32:01 with pseudo-sequence HLA-A32:01. The binding affinity (normalized) is 0.0262. (4) The MHC is H-2-Kb with pseudo-sequence H-2-Kb. The peptide sequence is YTVKNPNL. The binding affinity (normalized) is 0.258.